This data is from Volume of distribution at steady state (VDss) regression data from Lombardo et al.. The task is: Regression/Classification. Given a drug SMILES string, predict its absorption, distribution, metabolism, or excretion properties. Task type varies by dataset: regression for continuous measurements (e.g., permeability, clearance, half-life) or binary classification for categorical outcomes (e.g., BBB penetration, CYP inhibition). For this dataset (vdss_lombardo), we predict log10(VDss) (log10 of volume of distribution in L/kg). (1) The molecule is Cc1ncc2n1-c1ccc(Cl)cc1C(c1ccccc1F)=NC2. The log10(VDss) is 0.0400. (2) The compound is CC1(C)SC2C(NC(=O)C(C(=O)[O-])c3ccsc3)C(=O)N2C1C(=O)[O-]. The log10(VDss) is -0.800. (3) The molecule is C[NH+]1CCN(c2ncc(-c3cc(Cl)cc(Cl)c3Cl)c(N)n2)CC1. The log10(VDss) is 1.18. (4) The drug is CCCCCN(CCCOC)C(=O)C(CCC(=O)[O-])NC(=O)c1ccc(Cl)c(Cl)c1. The log10(VDss) is -0.620. (5) The drug is C[NH2+]CCC=C1c2ccccc2CCc2ccccc21. The log10(VDss) is 1.34. (6) The drug is CN(C)c1ccc(O)c2c1CC1CC3C([NH+](C)C)C([O-])=C(C(N)=O)C(=O)C3(O)C(O)=C1C2=O. The log10(VDss) is 0.200. (7) The log10(VDss) is -0.920. The molecule is CC[C@H](C)[C@H](NC(=O)[C@H](CCCNC(N)=[NH2+])NC(=O)[C@H](CCCNC(N)=[NH2+])NC(=O)[C@H](CC(C)C)NC(=O)[C@H](Cc1ccccc1)NC(=O)CNC(=O)CNC(=O)[C@@H]([NH3+])Cc1ccc(O)cc1)C(=O)N[C@@H](CCCNC(N)=[NH2+])C(=O)N1CCC[C@H]1C(=O)N[C@@H](CCCC[NH3+])C(=O)N[C@@H](CC(C)C)C(=O)N[C@@H](CCCC[NH3+])C(=O)[O-].